This data is from Full USPTO retrosynthesis dataset with 1.9M reactions from patents (1976-2016). The task is: Predict the reactants needed to synthesize the given product. (1) Given the product [C:1]1([C:34]2[CH:35]=[CH:36][CH:37]=[CH:38][CH:39]=2)[CH:6]=[CH:5][CH:4]=[C:3]([N:7]([CH2:15][C:16]2[CH:33]=[CH:32][C:19]3/[C:20](=[CH:29]/[C:30]#[N:31])/[C:21]4[CH:28]=[CH:27][CH:26]=[CH:25][C:22]=4[CH2:23][CH2:24][C:18]=3[CH:17]=2)[C:8](=[O:14])[CH2:9][C:10]([OH:12])=[O:11])[CH:2]=1, predict the reactants needed to synthesize it. The reactants are: [C:1]1([C:34]2[CH:39]=[CH:38][CH:37]=[CH:36][CH:35]=2)[CH:6]=[CH:5][CH:4]=[C:3]([N:7]([CH2:15][C:16]2[CH:33]=[CH:32][C:19]3/[C:20](=[CH:29]/[C:30]#[N:31])/[C:21]4[CH:28]=[CH:27][CH:26]=[CH:25][C:22]=4[CH2:23][CH2:24][C:18]=3[CH:17]=2)[C:8](=[O:14])[CH2:9][C:10]([O:12]C)=[O:11])[CH:2]=1.[OH-].[Na+].Cl. (2) Given the product [C:13]([C:4]1[CH:3]=[C:2]([C:20]2([O:31][CH3:30])[CH:19]=[CH:24][CH:23]=[C:22]([CH:25]=[O:26])[CH2:21]2)[CH:7]=[C:6]([C:8]([CH3:11])([CH3:10])[CH3:9])[C:5]=1[OH:12])([CH3:16])([CH3:15])[CH3:14], predict the reactants needed to synthesize it. The reactants are: Br[C:2]1[CH:7]=[C:6]([C:8]([CH3:11])([CH3:10])[CH3:9])[C:5]([OH:12])=[C:4]([C:13]([CH3:16])([CH3:15])[CH3:14])[CH:3]=1.CO[C:19]1[CH:24]=[CH:23][C:22]([CH:25]=[O:26])=[CH:21][C:20]=1B(O)O.[C:30]([O-])([O-])=[O:31].[K+].[K+].C(COC)OC. (3) The reactants are: [C:1]([O:5][C:6](=[O:42])[CH2:7][CH2:8][C:9]1[CH:14]=[CH:13][C:12]([O:15][Si](C(C)(C)C)(C2C=CC=CC=2)C2C=CC=CC=2)=[CH:11][C:10]=1[CH2:33][O:34][CH2:35][C:36]1[CH:41]=[CH:40][CH:39]=[CH:38][CH:37]=1)([CH3:4])([CH3:3])[CH3:2].[F-].C([N+](CCCC)(CCCC)CCCC)CCC. Given the product [C:1]([O:5][C:6](=[O:42])[CH2:7][CH2:8][C:9]1[CH:14]=[CH:13][C:12]([OH:15])=[CH:11][C:10]=1[CH2:33][O:34][CH2:35][C:36]1[CH:37]=[CH:38][CH:39]=[CH:40][CH:41]=1)([CH3:4])([CH3:2])[CH3:3], predict the reactants needed to synthesize it. (4) Given the product [Cl:1][C:2]1[C:3]([O:12][C:13]2[CH:18]=[C:17]([O:19][CH:20]([CH3:21])[CH3:22])[CH:16]=[CH:15][C:14]=2[CH2:23][CH2:24][CH2:25][CH2:26][O:27][C:29]2[CH:33]=[C:32]([CH2:34][CH2:35][C:36]([OH:38])=[O:37])[N:31]([CH2:41][CH:42]([CH3:44])[CH3:43])[N:30]=2)=[N:4][CH:5]=[C:6]([C:8]([F:11])([F:10])[F:9])[CH:7]=1, predict the reactants needed to synthesize it. The reactants are: [Cl:1][C:2]1[C:3]([O:12][C:13]2[CH:18]=[C:17]([O:19][CH:20]([CH3:22])[CH3:21])[CH:16]=[CH:15][C:14]=2[CH2:23][CH2:24][CH2:25][CH2:26][OH:27])=[N:4][CH:5]=[C:6]([C:8]([F:11])([F:10])[F:9])[CH:7]=1.O[C:29]1[CH:33]=[C:32]([CH2:34][CH2:35][C:36]([O:38]CC)=[O:37])[N:31]([CH2:41][CH:42]([CH3:44])[CH3:43])[N:30]=1.C(P(CCCC)CCCC)CCC.N(C(N1CCCCC1)=O)=NC(N1CCCCC1)=O.O1CCCC1CO.[OH-].[Na+].Cl. (5) Given the product [CH3:1][O:2][C:3](=[O:23])[C:4]1[CH:9]=[CH:8][CH:7]=[C:6]([CH2:10][N:11]2[CH:20]=[CH:19][C:18]3[C:13](=[N:14][C:15]([C:32]#[C:31][CH2:30][C:24]4[CH:29]=[CH:28][CH:27]=[CH:26][CH:25]=4)=[CH:16][CH:17]=3)[C:12]2=[O:22])[CH:5]=1, predict the reactants needed to synthesize it. The reactants are: [CH3:1][O:2][C:3](=[O:23])[C:4]1[CH:9]=[CH:8][CH:7]=[C:6]([CH2:10][N:11]2[CH:20]=[CH:19][C:18]3[C:13](=[N:14][C:15](Br)=[CH:16][CH:17]=3)[C:12]2=[O:22])[CH:5]=1.[C:24]1([CH2:30][C:31]#[CH:32])[CH:29]=[CH:28][CH:27]=[CH:26][CH:25]=1.C(N(CC)CC)C. (6) Given the product [F:12][C:13]1[CH:21]=[CH:20][C:16]([C:17]([NH:1][C:2]2[CH:3]=[N:4][N:5]([CH3:11])[C:6]=2[C:7]([O:9][CH3:10])=[O:8])=[O:18])=[CH:15][CH:14]=1, predict the reactants needed to synthesize it. The reactants are: [NH2:1][C:2]1[CH:3]=[N:4][N:5]([CH3:11])[C:6]=1[C:7]([O:9][CH3:10])=[O:8].[F:12][C:13]1[CH:21]=[CH:20][C:16]([C:17](Cl)=[O:18])=[CH:15][CH:14]=1. (7) Given the product [Cl:1][C:2]1[C:7]([F:8])=[CH:6][CH:5]=[CH:4][C:3]=1[NH:9][C:10](=[O:18])[CH:11]([CH3:17])[C:12]([OH:14])=[O:13], predict the reactants needed to synthesize it. The reactants are: [Cl:1][C:2]1[C:7]([F:8])=[CH:6][CH:5]=[CH:4][C:3]=1[NH:9][C:10](=[O:18])[CH:11]([CH3:17])[C:12]([O:14]CC)=[O:13].